This data is from Catalyst prediction with 721,799 reactions and 888 catalyst types from USPTO. The task is: Predict which catalyst facilitates the given reaction. (1) Reactant: [C:1]([O:5][C:6]([N:8]([CH3:15])[CH2:9][CH2:10][CH2:11][C:12]([OH:14])=O)=[O:7])([CH3:4])([CH3:3])[CH3:2].C1N=CN(C(N2C=NC=C2)=O)C=1.[Br-:28].[NH2:29][CH2:30][CH2:31][CH2:32][CH2:33][P+:34]([C:47]1[CH:52]=[CH:51][CH:50]=[CH:49][CH:48]=1)([C:41]1[CH:46]=[CH:45][CH:44]=[CH:43][CH:42]=1)[C:35]1[CH:40]=[CH:39][CH:38]=[CH:37][CH:36]=1. Product: [Br-:28].[CH3:15][N:8]([C:6](=[O:7])[O:5][C:1]([CH3:2])([CH3:3])[CH3:4])[CH2:9][CH2:10][CH2:11][C:12](=[O:14])[NH:29][CH2:30][CH2:31][CH2:32][CH2:33][P+:34]([C:47]1[CH:52]=[CH:51][CH:50]=[CH:49][CH:48]=1)([C:35]1[CH:36]=[CH:37][CH:38]=[CH:39][CH:40]=1)[C:41]1[CH:46]=[CH:45][CH:44]=[CH:43][CH:42]=1. The catalyst class is: 454. (2) Reactant: [OH-].[K+].[F:3][C:4]1[C:17]2[N:16]=[CH:15][C:14]3[N:13]([CH3:18])[CH:12]=[C:11]([C:19]([O:21]CC)=[O:20])[C:10](=[O:24])[C:9]=3[C:8]=2[CH:7]=[CH:6][C:5]=1[N:25]1[CH2:30][CH2:29][C:28]([OH:41])([C:31]2[CH:36]=[CH:35][CH:34]=[C:33]([C:37]([F:40])([F:39])[F:38])[CH:32]=2)[CH2:27][CH2:26]1.C(O)(=O)C. Product: [F:3][C:4]1[C:17]2[N:16]=[CH:15][C:14]3[N:13]([CH3:18])[CH:12]=[C:11]([C:19]([OH:21])=[O:20])[C:10](=[O:24])[C:9]=3[C:8]=2[CH:7]=[CH:6][C:5]=1[N:25]1[CH2:30][CH2:29][C:28]([OH:41])([C:31]2[CH:36]=[CH:35][CH:34]=[C:33]([C:37]([F:38])([F:39])[F:40])[CH:32]=2)[CH2:27][CH2:26]1. The catalyst class is: 40. (3) The catalyst class is: 4. Reactant: [CH3:1][O:2][C:3]1[C:8]([CH3:9])=[CH:7][C:6]([NH:10][C:11](=[O:38])[CH2:12][N:13]([CH2:20][C:21]2[CH:26]=[CH:25][C:24]([CH2:27][C:28]([CH3:37])([CH3:36])[C:29]([O:31]C(C)(C)C)=[O:30])=[CH:23][CH:22]=2)[CH2:14][C:15]2[O:16][CH:17]=[CH:18][CH:19]=2)=[C:5]([CH3:39])[CH:4]=1.FC(F)(F)C(O)=O. Product: [CH3:1][O:2][C:3]1[C:8]([CH3:9])=[CH:7][C:6]([NH:10][C:11](=[O:38])[CH2:12][N:13]([CH2:20][C:21]2[CH:22]=[CH:23][C:24]([CH2:27][C:28]([CH3:36])([CH3:37])[C:29]([OH:31])=[O:30])=[CH:25][CH:26]=2)[CH2:14][C:15]2[O:16][CH:17]=[CH:18][CH:19]=2)=[C:5]([CH3:39])[CH:4]=1. (4) Reactant: [CH2:1]([O:8][C:9]([N:11]1[CH2:15][C@@H:14]([NH:16][C:17]([O:19][CH2:20][C:21]2[CH:26]=[CH:25][CH:24]=[CH:23][CH:22]=2)=[O:18])[CH2:13][C@H:12]1[CH2:27][OH:28])=[O:10])[C:2]1[CH:7]=[CH:6][CH:5]=[CH:4][CH:3]=1.[C:29]1([CH3:39])[CH:34]=[CH:33][C:32]([S:35](Cl)(=[O:37])=[O:36])=[CH:31][CH:30]=1.CC(=O)OCC. Product: [CH2:1]([O:8][C:9]([N:11]1[CH2:15][C@@H:14]([NH:16][C:17]([O:19][CH2:20][C:21]2[CH:26]=[CH:25][CH:24]=[CH:23][CH:22]=2)=[O:18])[CH2:13][C@H:12]1[CH2:27][O:28][S:35]([C:32]1[CH:33]=[CH:34][C:29]([CH3:39])=[CH:30][CH:31]=1)(=[O:37])=[O:36])=[O:10])[C:2]1[CH:3]=[CH:4][CH:5]=[CH:6][CH:7]=1. The catalyst class is: 17. (5) Reactant: [CH3:1][S:2][C:3]1[S:4][C:5]2[CH:11]=[C:10]([CH2:12][C:13]3[N:17]4[N:18]=[C:19]([C:22]([O:24]CC)=O)[CH:20]=[CH:21][C:16]4=[N:15][CH:14]=3)[CH:9]=[CH:8][C:6]=2[N:7]=1.[NH2:27][CH3:28]. Product: [CH3:28][NH:27][C:22]([C:19]1[CH:20]=[CH:21][C:16]2[N:17]([C:13]([CH2:12][C:10]3[CH:9]=[CH:8][C:6]4[N:7]=[C:3]([S:2][CH3:1])[S:4][C:5]=4[CH:11]=3)=[CH:14][N:15]=2)[N:18]=1)=[O:24]. The catalyst class is: 1. (6) Reactant: [O:1]=[S:2]1(=[O:29])[CH2:7][CH2:6][N:5]([C:8]([C:10]2[NH:11][C:12]3[C:17]([CH:18]=2)=[CH:16][C:15]([O:19][CH:20]2[CH2:25][CH2:24][N:23]([CH:26]([CH3:28])[CH3:27])[CH2:22][CH2:21]2)=[CH:14][CH:13]=3)=[O:9])[CH2:4][CH2:3]1.[CH:30](CS([O-])(=O)=O)([CH3:32])[CH3:31].C(=O)([O-])[O-].[Cs+].[Cs+]. Product: [O:29]=[S:2]1(=[O:1])[CH2:7][CH2:6][N:5]([C:8]([C:10]2[N:11]([CH:30]([CH3:32])[CH3:31])[C:12]3[C:17]([CH:18]=2)=[CH:16][C:15]([O:19][CH:20]2[CH2:25][CH2:24][N:23]([CH:26]([CH3:27])[CH3:28])[CH2:22][CH2:21]2)=[CH:14][CH:13]=3)=[O:9])[CH2:4][CH2:3]1. The catalyst class is: 9. (7) Reactant: [NH2:1][C:2]1[N:7]=[C:6]([NH2:8])[CH:5]=[C:4]([OH:9])[N:3]=1.Cl[CH2:11][CH:12]=O.C([O-])(=O)C.[Na+].CN(C=O)C. Product: [NH2:1][C:2]1[NH:3][C:4](=[O:9])[C:5]2[CH:12]=[CH:11][NH:8][C:6]=2[N:7]=1. The catalyst class is: 6.